From a dataset of Forward reaction prediction with 1.9M reactions from USPTO patents (1976-2016). Predict the product of the given reaction. (1) Given the reactants Br[CH2:2][C:3]([C:5]1[CH:12]=[CH:11][C:8]([CH:9]=[O:10])=[CH:7][CH:6]=1)=O.[NH2:13][C:14]1[S:15][CH:16]=[CH:17][N:18]=1, predict the reaction product. The product is: [S:15]1[CH:16]=[CH:17][N:18]2[CH:2]=[C:3]([C:5]3[CH:12]=[CH:11][C:8]([CH:9]=[O:10])=[CH:7][CH:6]=3)[N:13]=[C:14]12. (2) Given the reactants [CH3:1][NH:2][CH2:3][CH:4]([OH:6])[CH3:5].[H-].[Na+].[O:9]1[C:13]2[CH:14]=[CH:15][CH:16]=[CH:17][C:12]=2[CH:11]=[C:10]1[C:18]1[N:22]2[N:23]=[C:24](Cl)[CH:25]=[CH:26][C:21]2=[N:20][CH:19]=1, predict the reaction product. The product is: [O:9]1[C:13]2[CH:14]=[CH:15][CH:16]=[CH:17][C:12]=2[CH:11]=[C:10]1[C:18]1[N:22]2[N:23]=[C:24]([N:2]([CH3:1])[CH2:3][CH:4]([OH:6])[CH3:5])[CH:25]=[CH:26][C:21]2=[N:20][CH:19]=1. (3) The product is: [CH3:19][C:16]1[O:15][C:14]([C:12]2[N:13]=[C:8]([NH2:7])[C:9]3[CH:22]=[C:21]([CH2:23][N:1]4[CH2:6][CH2:5][CH2:4][CH2:3][CH2:2]4)[S:20][C:10]=3[N:11]=2)=[CH:18][CH:17]=1. Given the reactants [NH:1]1[CH2:6][CH2:5][CH2:4][CH2:3][CH2:2]1.[NH2:7][C:8]1[C:9]2[CH:22]=[C:21]([CH:23]=O)[S:20][C:10]=2[N:11]=[C:12]([C:14]2[O:15][C:16]([CH3:19])=[CH:17][CH:18]=2)[N:13]=1.NC1C2C=C(C=O)SC=2N=C(C2SC(C(C)(C)C)=CC=2)N=1, predict the reaction product. (4) Given the reactants Br[CH2:2][C:3]1[CH:8]=[CH:7][C:6]([C:9]2[C:10]3[NH:14][C:13]([C:15]([C:51]4[C:56]([CH3:57])=[CH:55][C:54]([CH3:58])=[CH:53][C:52]=4[CH3:59])=[C:16]4[N:50]=[C:19]([C:20]([C:41]5[C:46]([CH3:47])=[CH:45][C:44]([CH3:48])=[CH:43][C:42]=5[CH3:49])=[C:21]5[NH:40][C:24](=[C:25]([C:31]6[C:36]([CH3:37])=[CH:35][C:34]([CH3:38])=[CH:33][C:32]=6[CH3:39])[C:26]6[CH:27]=[CH:28][C:29]=2[N:30]=6)[CH:23]=[CH:22]5)[CH:18]=[CH:17]4)=[CH:12][CH:11]=3)=[CH:5][CH:4]=1.[CH3:60][O:61][P:62]([O:65]C)[O:63][CH3:64], predict the reaction product. The product is: [CH3:60][O:61][P:62]([CH2:2][C:3]1[CH:8]=[CH:7][C:6]([C:9]2[C:10]3[NH:14][C:13]([C:15]([C:51]4[C:56]([CH3:57])=[CH:55][C:54]([CH3:58])=[CH:53][C:52]=4[CH3:59])=[C:16]4[N:50]=[C:19]([C:20]([C:41]5[C:46]([CH3:47])=[CH:45][C:44]([CH3:48])=[CH:43][C:42]=5[CH3:49])=[C:21]5[NH:40][C:24](=[C:25]([C:31]6[C:36]([CH3:37])=[CH:35][C:34]([CH3:38])=[CH:33][C:32]=6[CH3:39])[C:26]6[CH:27]=[CH:28][C:29]=2[N:30]=6)[CH:23]=[CH:22]5)[CH:18]=[CH:17]4)=[CH:12][CH:11]=3)=[CH:5][CH:4]=1)([O:63][CH3:64])=[O:65]. (5) Given the reactants [C:1]([O:5][C:6]([N:8]1[CH2:13][CH2:12][NH:11][CH2:10][CH2:9]1)=[O:7])([CH3:4])([CH3:3])[CH3:2].C([O-])([O-])=O.[K+].[K+].[CH2:20](Br)[C:21]#[CH:22], predict the reaction product. The product is: [C:1]([O:5][C:6]([N:8]1[CH2:13][CH2:12][N:11]([CH2:22][C:21]#[CH:20])[CH2:10][CH2:9]1)=[O:7])([CH3:4])([CH3:2])[CH3:3]. (6) Given the reactants [C:1]([O:5][C:6]([N:8]1[CH2:15][CH:14]2[CH:10]([CH2:11][NH:12][CH2:13]2)[CH2:9]1)=[O:7])([CH3:4])([CH3:3])[CH3:2].[N:16]1[N:17]=[C:18]([C:21]2[CH:29]=[CH:28][CH:27]=[CH:26][C:22]=2[C:23](O)=[O:24])[NH:19][CH:20]=1.CCN=C=NCCCN(C)C.Cl.C1C=CC2N(O)N=NC=2C=1, predict the reaction product. The product is: [NH3:8].[N:16]1[N:17]=[C:18]([C:21]2[CH:29]=[CH:28][CH:27]=[CH:26][C:22]=2[C:23]([N:12]2[CH2:13][CH:14]3[CH2:15][N:8]([C:6]([O:5][C:1]([CH3:4])([CH3:2])[CH3:3])=[O:7])[CH2:9][CH:10]3[CH2:11]2)=[O:24])[NH:19][CH:20]=1. (7) Given the reactants C(O[C:4]([C:6]1[N:7]([NH2:17])[CH:8]=[C:9]([C:12]([O:14][CH2:15][CH3:16])=[O:13])[C:10]=1[CH3:11])=[O:5])C.S(O)(C1C=CC(C)=CC=1)(=O)=O.O.C1CCN2[C:33](=[N:34]CCC2)[CH2:32][CH2:31]1.[NH4+].[Cl-], predict the reaction product. The product is: [CH2:15]([O:14][C:12]([C:9]1[C:10]([CH3:11])=[C:6]2[C:4](=[O:5])[C:32]([C:33]#[N:34])=[CH:31][NH:17][N:7]2[CH:8]=1)=[O:13])[CH3:16]. (8) Given the reactants C(OC(=O)[NH:7][C:8]1[CH:13]=[CH:12][C:11]([S:14][C:15]2[CH:20]=[CH:19][C:18]([C:21](=[O:30])[NH:22][C:23]3[CH:28]=[CH:27][CH:26]=[C:25]([Br:29])[CH:24]=3)=[CH:17][C:16]=2[NH:31][C:32]2[C:33]3[CH:41]=[CH:40][CH:39]=[N:38][C:34]=3[N:35]=[CH:36][N:37]=2)=[CH:10][CH:9]=1)(C)(C)C.[F:43][C:44]([F:49])([F:48])[C:45]([OH:47])=[O:46], predict the reaction product. The product is: [NH2:7][C:8]1[CH:13]=[CH:12][C:11]([S:14][C:15]2[CH:20]=[CH:19][C:18]([C:21]([NH:22][C:23]3[CH:28]=[CH:27][CH:26]=[C:25]([Br:29])[CH:24]=3)=[O:30])=[CH:17][C:16]=2[NH:31][C:32]2[C:33]3[CH:41]=[CH:40][CH:39]=[N:38][C:34]=3[N:35]=[CH:36][N:37]=2)=[CH:10][CH:9]=1.[F:43][C:44]([F:49])([F:48])[C:45]([OH:47])=[O:46]. (9) The product is: [CH3:1][C@H:2]1[CH2:7][NH:6][C@H:5]([CH3:8])[CH2:4][N:3]1[C:17]([O:19][CH2:20][C:21]1[CH:26]=[CH:25][CH:24]=[CH:23][CH:22]=1)=[O:18]. Given the reactants [CH3:1][C@@H:2]1[CH2:7][NH:6][C@@H:5]([CH3:8])[CH2:4][NH:3]1.C(N(CC)CC)C.Cl[C:17]([O:19][CH2:20][C:21]1[CH:26]=[CH:25][CH:24]=[CH:23][CH:22]=1)=[O:18], predict the reaction product.